From a dataset of Forward reaction prediction with 1.9M reactions from USPTO patents (1976-2016). Predict the product of the given reaction. (1) Given the reactants [F:1][C:2]1[CH:10]=[C:9]2[C:5]([C:6]([C:11]3[CH:12]=[CH:13][C:14]4[N:18]=[C:17]([CH:19]5[CH2:24][CH2:23][NH:22][CH2:21][CH2:20]5)[NH:16][C:15]=4[CH:25]=3)=[CH:7][NH:8]2)=[CH:4][CH:3]=1.CCN(CC)CC.[CH3:33][S:34](Cl)(=[O:36])=[O:35], predict the reaction product. The product is: [F:1][C:2]1[CH:10]=[C:9]2[C:5]([C:6]([C:11]3[CH:12]=[CH:13][C:14]4[N:18]=[C:17]([CH:19]5[CH2:20][CH2:21][N:22]([S:34]([CH3:33])(=[O:36])=[O:35])[CH2:23][CH2:24]5)[NH:16][C:15]=4[CH:25]=3)=[CH:7][NH:8]2)=[CH:4][CH:3]=1. (2) Given the reactants C(OC([N:8]1[CH2:44][CH2:43][C:11]2([O:15][C:14]([NH:16][C:17]3[CH:18]=[C:19]4[C:24](=[CH:25][CH:26]=3)[N:23]=[CH:22][N:21]=[C:20]4[NH:27][C:28]3[CH:33]=[CH:32][C:31]([O:34][CH2:35][C:36]4[CH:41]=[CH:40][CH:39]=[CH:38][N:37]=4)=[C:30]([Cl:42])[CH:29]=3)=[N:13][CH2:12]2)[CH2:10][CH2:9]1)=O)(C)(C)C.C(O)(C(F)(F)F)=O, predict the reaction product. The product is: [Cl:42][C:30]1[CH:29]=[C:28]([NH:27][C:20]2[C:19]3[C:24](=[CH:25][CH:26]=[C:17]([NH:16][C:14]4[O:15][C:11]5([CH2:43][CH2:44][NH:8][CH2:9][CH2:10]5)[CH2:12][N:13]=4)[CH:18]=3)[N:23]=[CH:22][N:21]=2)[CH:33]=[CH:32][C:31]=1[O:34][CH2:35][C:36]1[CH:41]=[CH:40][CH:39]=[CH:38][N:37]=1. (3) Given the reactants [N+](=[C:3]([C:8]([O:10][CH3:11])=[O:9])[C:4]([O:6][CH3:7])=[O:5])=[N-].[C:12]([O:16][CH2:17][CH3:18])(=[O:15])[CH2:13][OH:14], predict the reaction product. The product is: [CH2:17]([O:16][C:12](=[O:15])[CH2:13][O:14][CH:3]([C:8]([O:10][CH3:11])=[O:9])[C:4]([O:6][CH3:7])=[O:5])[CH3:18].